Dataset: Full USPTO retrosynthesis dataset with 1.9M reactions from patents (1976-2016). Task: Predict the reactants needed to synthesize the given product. (1) Given the product [CH3:26][N:25]([CH3:27])[S:22]([N:20]1[CH:21]=[C:17]([C:8]2[C:9]3[C:4](=[C:3]([N+:13]([O-:15])=[O:14])[C:2]([CH3:1])=[CH:11][CH:10]=3)[CH2:5][CH2:6][CH:7]=2)[N:18]=[CH:19]1)(=[O:23])=[O:24], predict the reactants needed to synthesize it. The reactants are: [CH3:1][C:2]1[C:3]([N+:13]([O-:15])=[O:14])=[C:4]2[C:9](=[CH:10][CH:11]=1)[C:8](=O)[CH2:7][CH2:6][CH2:5]2.I[C:17]1[N:18]=[CH:19][N:20]([S:22]([N:25]([CH3:27])[CH3:26])(=[O:24])=[O:23])[CH:21]=1. (2) Given the product [CH3:34][C:27]1[N:9]([C:5]2[CH:6]=[CH:7][CH:8]=[C:3]([C:2]([F:13])([F:14])[F:1])[CH:4]=2)[C:10](=[O:11])[NH:12][CH:21]([C:20]2[CH:23]=[CH:24][CH:25]=[C:18]([N+:15]([O-:17])=[O:16])[CH:19]=2)[C:28]=1[C:29]([O:31][CH2:32][CH3:33])=[O:30], predict the reactants needed to synthesize it. The reactants are: [F:1][C:2]([F:14])([F:13])[C:3]1[CH:4]=[C:5]([NH:9][C:10]([NH2:12])=[O:11])[CH:6]=[CH:7][CH:8]=1.[N+:15]([C:18]1[CH:19]=[C:20]([CH:23]=[CH:24][CH:25]=1)[CH:21]=O)([O-:17])=[O:16].O=[C:27]([CH3:34])[CH2:28][C:29]([O:31][CH2:32][CH3:33])=[O:30].CN(C=O)C. (3) Given the product [Br:17][C:5]1[CH:6]=[C:7]([C:13]([CH3:16])([CH3:15])[CH3:14])[C:8]([N+:10]([O-:12])=[O:11])=[CH:9][C:4]=1[OH:27], predict the reactants needed to synthesize it. The reactants are: C(=O)([O-])OC[C:4]1[CH:9]=[C:8]([N+:10]([O-:12])=[O:11])[C:7]([C:13]([CH3:16])([CH3:15])[CH3:14])=[CH:6][C:5]=1[Br:17].C[O-].[Na+].Cl.CO.[N+](C1C=CC=C(O)C=1)([O-])=[O:27].